The task is: Predict the product of the given reaction.. This data is from Forward reaction prediction with 1.9M reactions from USPTO patents (1976-2016). (1) Given the reactants [NH2:1][C:2]1[C:7]([C:8]([O:10][CH3:11])=[O:9])=[C:6]([O:12][CH2:13][C@H:14]2[CH2:18][CH2:17][CH2:16][NH:15]2)[C:5](Br)=[CH:4][CH:3]=1.C1(P(C2C=CC=CC=2)C2C=CC3C(=CC=CC=3)C=2C2C3C(=CC=CC=3)C=CC=2P(C2C=CC=CC=2)C2C=CC=CC=2)C=CC=CC=1.C(=O)([O-])[O-].[Cs+].[Cs+], predict the reaction product. The product is: [NH2:1][C:2]1[C:7]([C:8]([O:10][CH3:11])=[O:9])=[C:6]2[O:12][CH2:13][C@H:14]3[CH2:18][CH2:17][CH2:16][N:15]3[C:5]2=[CH:4][CH:3]=1. (2) Given the reactants [NH2:1][C:2]1[S:3][CH:4]=[C:5]([CH2:7][C:8]([O:10][CH2:11][CH3:12])=[O:9])[N:6]=1.[Cl:13][C:14]1[CH:19]=[C:18]([Cl:20])[CH:17]=[C:16]([Cl:21])[C:15]=1[S:22](Cl)(=[O:24])=[O:23], predict the reaction product. The product is: [Cl:13][C:14]1[CH:19]=[C:18]([Cl:20])[CH:17]=[C:16]([Cl:21])[C:15]=1[S:22]([NH:1][C:2]1[S:3][CH:4]=[C:5]([CH2:7][C:8]([O:10][CH2:11][CH3:12])=[O:9])[N:6]=1)(=[O:24])=[O:23].